This data is from NCI-60 drug combinations with 297,098 pairs across 59 cell lines. The task is: Regression. Given two drug SMILES strings and cell line genomic features, predict the synergy score measuring deviation from expected non-interaction effect. Drug 1: C1=C(C(=O)NC(=O)N1)F. Drug 2: COC1=C2C(=CC3=C1OC=C3)C=CC(=O)O2. Cell line: RXF 393. Synergy scores: CSS=28.6, Synergy_ZIP=-2.39, Synergy_Bliss=-1.42, Synergy_Loewe=-4.87, Synergy_HSA=-3.53.